Dataset: Forward reaction prediction with 1.9M reactions from USPTO patents (1976-2016). Task: Predict the product of the given reaction. (1) Given the reactants O[CH2:2][C:3]1[C:4]([C:9]2[N:13]([CH2:14][C:15]([O:17][CH2:18][CH3:19])=[O:16])[N:12]=[CH:11][CH:10]=2)=[N:5][CH:6]=[CH:7][CH:8]=1.O=S(Cl)[Cl:22], predict the reaction product. The product is: [ClH:22].[Cl:22][CH2:2][C:3]1[C:4]([C:9]2[N:13]([CH2:14][C:15]([O:17][CH2:18][CH3:19])=[O:16])[N:12]=[CH:11][CH:10]=2)=[N:5][CH:6]=[CH:7][CH:8]=1. (2) Given the reactants Cl[C:2]1[N:7]=[C:6]2[N:8]([CH:11]3[CH2:16][CH2:15][CH2:14][CH2:13][O:12]3)[N:9]=[CH:10][C:5]2=[C:4]([C:17]2[CH:18]=[C:19]([NH:23][C:24](=[O:27])[CH:25]=[CH2:26])[CH:20]=[CH:21][CH:22]=2)[N:3]=1.[NH2:28][C:29]1[CH:30]=[CH:31][C:32]([N:36]2[CH2:41][CH2:40][O:39][CH2:38][CH2:37]2)=[C:33]([OH:35])[CH:34]=1.C(=O)([O-])[O-].[K+].[K+].C1(P(C2C=CC=CC=2)C2C3OC4C(=CC=CC=4P(C4C=CC=CC=4)C4C=CC=CC=4)C(C)(C)C=3C=CC=2)C=CC=CC=1, predict the reaction product. The product is: [OH:35][C:33]1[CH:34]=[C:29]([NH:28][C:2]2[N:7]=[C:6]3[N:8]([CH:11]4[CH2:16][CH2:15][CH2:14][CH2:13][O:12]4)[N:9]=[CH:10][C:5]3=[C:4]([C:17]3[CH:18]=[C:19]([NH:23][C:24](=[O:27])[CH:25]=[CH2:26])[CH:20]=[CH:21][CH:22]=3)[N:3]=2)[CH:30]=[CH:31][C:32]=1[N:36]1[CH2:37][CH2:38][O:39][CH2:40][CH2:41]1. (3) The product is: [CH3:10][C:11]1[N:12]=[CH:13][C:14]([C:17](=[O:18])[CH2:29][CH2:30][N:25]2[CH2:2][CH2:1][O:28][CH2:27][CH2:26]2)=[N:15][CH:16]=1. Given the reactants [CH:1]([Mg]Br)=[CH2:2].O1CCCC1.[CH3:10][C:11]1[N:12]=[CH:13][C:14]([C:17](N2CCOCC2)=[O:18])=[N:15][CH:16]=1.[NH:25]1[CH2:30][CH2:29][O:28][CH2:27][CH2:26]1.O, predict the reaction product. (4) The product is: [C:1]([O:5][C:6]([N:8]1[CH2:15][C:12]2([CH2:13][CH2:14]2)[N:11]([C:17]2[CH:22]=[CH:21][CH:20]=[CH:19][CH:18]=2)[CH2:10][CH2:9]1)=[O:7])([CH3:4])([CH3:2])[CH3:3]. Given the reactants [C:1]([O:5][C:6]([N:8]1[CH2:15][C:12]2([CH2:14][CH2:13]2)[NH:11][CH2:10][CH2:9]1)=[O:7])([CH3:4])([CH3:3])[CH3:2].I[C:17]1[CH:22]=[CH:21][CH:20]=[CH:19][CH:18]=1, predict the reaction product. (5) Given the reactants [C:1]([O:5][C:6](=[O:24])[NH:7][C:8]1[CH:13]=[C:12]([N:14]([CH3:18])[CH2:15][CH2:16][CH3:17])[C:11]([C:19]([F:22])([F:21])[F:20])=[CH:10][C:9]=1[NH2:23])([CH3:4])([CH3:3])[CH3:2].C([O:29][C:30](=O)[CH2:31][C:32](=[O:45])[C:33]1[CH:38]=[CH:37][CH:36]=[C:35]([C:39]2[CH:44]=[CH:43][N:42]=[CH:41][CH:40]=2)[CH:34]=1)(C)(C)C, predict the reaction product. The product is: [C:1]([O:5][C:6](=[O:24])[NH:7][C:8]1[CH:13]=[C:12]([N:14]([CH3:18])[CH2:15][CH2:16][CH3:17])[C:11]([C:19]([F:22])([F:21])[F:20])=[CH:10][C:9]=1[NH:23][C:30](=[O:29])[CH2:31][C:32](=[O:45])[C:33]1[CH:38]=[CH:37][CH:36]=[C:35]([C:39]2[CH:40]=[CH:41][N:42]=[CH:43][CH:44]=2)[CH:34]=1)([CH3:2])([CH3:3])[CH3:4]. (6) Given the reactants C[O:2][C:3]([C:5]1[CH:10]=[CH:9][CH:8]=[C:7]([N:11]2[C:15](=[O:16])[NH:14][C:13]([CH:17]([C:31]3[CH:36]=[C:35]([O:37][CH3:38])[CH:34]=[C:33]([O:39][CH2:40][CH2:41][F:42])[C:32]=3[F:43])[NH:18][C:19]3[CH:24]=[CH:23][C:22]([C:25]4[N:29]=[C:28]([CH3:30])[O:27][N:26]=4)=[CH:21][CH:20]=3)=[N:12]2)[N:6]=1)=[O:4].C1COCC1.[OH-].[Na+].C(O)(=O)C, predict the reaction product. The product is: [F:43][C:32]1[C:33]([O:39][CH2:40][CH2:41][F:42])=[CH:34][C:35]([O:37][CH3:38])=[CH:36][C:31]=1[CH:17]([NH:18][C:19]1[CH:24]=[CH:23][C:22]([C:25]2[N:29]=[C:28]([CH3:30])[O:27][N:26]=2)=[CH:21][CH:20]=1)[C:13]1[NH:14][C:15](=[O:16])[N:11]([C:7]2[N:6]=[C:5]([C:3]([OH:4])=[O:2])[CH:10]=[CH:9][CH:8]=2)[N:12]=1. (7) The product is: [OH:1][CH2:2][C:3]1[CH:12]=[CH:11][C:10]([OH:9])=[C:5]([C@@H:6]([C:14]2[CH:19]=[CH:18][CH:17]=[CH:16][CH:15]=2)[CH2:7][CH2:8][N:23]([CH:24]([CH3:26])[CH3:25])[CH:20]([CH3:22])[CH3:21])[CH:4]=1. Given the reactants [OH:1][CH2:2][C:3]1[CH:4]=[C:5]2[C:10](=[CH:11][CH:12]=1)[O:9][C@@H:8](O)[CH2:7][C@@H:6]2[C:14]1[CH:19]=[CH:18][CH:17]=[CH:16][CH:15]=1.[CH:20]([NH:23][CH:24]([CH3:26])[CH3:25])([CH3:22])[CH3:21], predict the reaction product.